From a dataset of Full USPTO retrosynthesis dataset with 1.9M reactions from patents (1976-2016). Predict the reactants needed to synthesize the given product. (1) Given the product [Cl:14][C:13]1[C:8]2[CH2:7][CH2:6][C:5]3[CH:15]=[CH:16][CH:17]=[CH:18][C:4]=3[C:3](=[CH:2][C:29]3[CH:30]=[C:25]([NH:24][S:21]([CH2:19][CH3:20])(=[O:22])=[O:23])[CH:26]=[CH:27][CH:28]=3)[C:9]=2[CH:10]=[CH:11][CH:12]=1, predict the reactants needed to synthesize it. The reactants are: Br[CH:2]=[C:3]1[C:9]2[CH:10]=[CH:11][CH:12]=[C:13]([Cl:14])[C:8]=2[CH2:7][CH2:6][C:5]2[CH:15]=[CH:16][CH:17]=[CH:18][C:4]1=2.[CH2:19]([S:21]([NH:24][C:25]1[CH:26]=[C:27](B(O)O)[CH:28]=[CH:29][CH:30]=1)(=[O:23])=[O:22])[CH3:20]. (2) Given the product [Br:1][C:2]1[CH:7]=[C:6]([F:8])[CH:5]=[CH:4][C:3]=1[CH:9]1[C:10]([C:30]([O:32][CH2:33][CH3:34])=[O:31])=[C:11]([CH2:20][N:21]2[CH2:26][CH2:25][O:24][CH2:23][CH:22]2[C:27](=[O:29])[NH:37][CH3:36])[NH:12][C:13]([C:15]2[S:16][CH:17]=[CH:18][N:19]=2)=[N:14]1, predict the reactants needed to synthesize it. The reactants are: [Br:1][C:2]1[CH:7]=[C:6]([F:8])[CH:5]=[CH:4][C:3]=1[CH:9]1[N:14]=[C:13]([C:15]2[S:16][CH:17]=[CH:18][N:19]=2)[NH:12][C:11]([CH2:20][N:21]2[CH2:26][CH2:25][O:24][CH2:23][CH:22]2[C:27]([OH:29])=O)=[C:10]1[C:30]([O:32][CH2:33][CH3:34])=[O:31].Cl.[CH3:36][NH2:37]. (3) Given the product [CH3:18][S:19]([NH:4][C:3]1[CH:5]=[CH:6][CH:7]=[CH:8][C:2]=1[C:1]([O:10][CH3:11])=[O:9])(=[O:21])=[O:20], predict the reactants needed to synthesize it. The reactants are: [C:1]([O:10][CH3:11])(=[O:9])[C:2]1[C:3](=[CH:5][CH:6]=[CH:7][CH:8]=1)[NH2:4].N1C=CC=CC=1.[CH3:18][S:19](Cl)(=[O:21])=[O:20].